From a dataset of Forward reaction prediction with 1.9M reactions from USPTO patents (1976-2016). Predict the product of the given reaction. Given the reactants [C:1]([C:5]1[CH:15]=[C:14]([S:16][C:17]([S:20][C:21]2[CH:26]=[C:25]([C:27]([CH3:30])([CH3:29])[CH3:28])[C:24]([OH:31])=[C:23]([C:32]([CH3:35])([CH3:34])[CH3:33])[CH:22]=2)([CH3:19])[CH3:18])[CH:13]=[C:12]([C:36]([CH3:39])([CH3:38])[CH3:37])[C:6]=1[O:7][CH2:8][C:9](O)=[O:10])([CH3:4])([CH3:3])[CH3:2].B, predict the reaction product. The product is: [C:32]([C:23]1[CH:22]=[C:21]([S:20][C:17]([S:16][C:14]2[CH:13]=[C:12]([C:36]([CH3:37])([CH3:38])[CH3:39])[C:6]([O:7][CH2:8][CH2:9][OH:10])=[C:5]([C:1]([CH3:4])([CH3:3])[CH3:2])[CH:15]=2)([CH3:19])[CH3:18])[CH:26]=[C:25]([C:27]([CH3:30])([CH3:29])[CH3:28])[C:24]=1[OH:31])([CH3:33])([CH3:34])[CH3:35].